This data is from Full USPTO retrosynthesis dataset with 1.9M reactions from patents (1976-2016). The task is: Predict the reactants needed to synthesize the given product. (1) Given the product [CH:28]([C:31]1[C:39]2[C:38]3[CH:40]=[CH:41][CH:42]=[CH:43][C:37]=3[O:36][C:35]=2[C:34]([N:44]2[CH:48]=[CH:47][N:46]=[C:45]2[C:49]2[CH:54]=[CH:53][CH:52]=[CH:51][CH:50]=2)=[C:33]([CH:55]([CH3:57])[CH3:56])[CH:32]=1)([CH3:30])[CH3:29], predict the reactants needed to synthesize it. The reactants are: [Mn]([O-])(=O)(=O)=O.[K+].O.[O-2].[O-2].[O-2].O=[Si]=O.O=[Si]=O.O=[Si]=O.O=[Si]=O.[Al+3].[Al+3].ClCCl.[CH:28]([C:31]1[C:39]2[C:38]3[CH:40]=[CH:41][CH:42]=[CH:43][C:37]=3[O:36][C:35]=2[C:34]([N:44]2[CH2:48][CH2:47][N:46]=[C:45]2[C:49]2[CH:54]=[CH:53][CH:52]=[CH:51][CH:50]=2)=[C:33]([CH:55]([CH3:57])[CH3:56])[CH:32]=1)([CH3:30])[CH3:29]. (2) Given the product [C:21]([C:25]1[CH:26]=[CH:27][C:28]([NH:29][C:4]2[C:9]([N+:10]([O-:12])=[O:11])=[CH:8][CH:7]=[C:6]([Cl:13])[N:5]=2)=[CH:30][CH:31]=1)([CH3:24])([CH3:22])[CH3:23], predict the reactants needed to synthesize it. The reactants are: CO.Cl[C:4]1[C:9]([N+:10]([O-:12])=[O:11])=[CH:8][CH:7]=[C:6]([Cl:13])[N:5]=1.C(N(CC)CC)C.[C:21]([C:25]1[CH:31]=[CH:30][C:28]([NH2:29])=[CH:27][CH:26]=1)([CH3:24])([CH3:23])[CH3:22]. (3) Given the product [Cl:1][C:2]1[C:3]([F:10])=[C:4]([CH2:8][C:15]#[N:16])[CH:5]=[CH:6][CH:7]=1, predict the reactants needed to synthesize it. The reactants are: [Cl:1][C:2]1[CH:7]=[CH:6][CH:5]=[C:4]([CH2:8]Br)[C:3]=1[F:10].C[Si]([C:15]#[N:16])(C)C.CCCC[N+](CCCC)(CCCC)CCCC.[F-]. (4) Given the product [NH2:4][C:3]1[CH:5]=[C:6]([C:9]([F:12])([F:11])[F:10])[CH:7]=[CH:8][C:2]=1/[CH:15]=[CH:14]/[C:13]([O:17][CH3:18])=[O:16], predict the reactants needed to synthesize it. The reactants are: Br[C:2]1[CH:8]=[CH:7][C:6]([C:9]([F:12])([F:11])[F:10])=[CH:5][C:3]=1[NH2:4].[C:13]([O:17][CH3:18])(=[O:16])[CH:14]=[CH2:15].CC1C=CC=CC=1P(C1C=CC=CC=1C)C1C=CC=CC=1C.C(N(CC)CC)C. (5) Given the product [Br:1][C:2]1[CH:7]=[N:6][C:5]([NH:8][CH:9]2[CH2:10][O:11][C:15]([CH3:17])([C:14]([O:19][CH2:20][CH3:21])=[O:18])[O:13][CH2:12]2)=[N:4][CH:3]=1, predict the reactants needed to synthesize it. The reactants are: [Br:1][C:2]1[CH:3]=[N:4][C:5]([NH:8][CH:9]([CH2:12][OH:13])[CH2:10][OH:11])=[N:6][CH:7]=1.[C:14]([O:19][CH2:20][CH3:21])(=[O:18])[C:15]([CH3:17])=O.B(F)(F)F.CCOCC. (6) Given the product [C:25]([O:24][C:22](=[O:23])[CH2:21][O:18][C:10]1[C:11]([CH:14]2[CH2:15][CH2:16][CH2:17]2)=[CH:12][CH:13]=[C:8]([C:5]2[CH:4]=[N:3][C:2]([NH2:1])=[CH:7][N:6]=2)[C:9]=1[F:19])([CH3:28])([CH3:27])[CH3:26], predict the reactants needed to synthesize it. The reactants are: [NH2:1][C:2]1[N:3]=[CH:4][C:5]([C:8]2[C:9]([F:19])=[C:10]([OH:18])[C:11]([CH:14]3[CH2:17][CH2:16][CH2:15]3)=[CH:12][CH:13]=2)=[N:6][CH:7]=1.Br[CH2:21][C:22]([O:24][C:25]([CH3:28])([CH3:27])[CH3:26])=[O:23].[OH-].[K+]. (7) The reactants are: [H][H].[CH3:3][C:4]([CH3:6])=O.[CH:7]1[CH:12]=[CH:11][CH:10]=[CH:9][CH:8]=1. Given the product [CH:4]([C:7]1[CH:12]=[CH:11][CH:10]=[CH:9][CH:8]=1)([CH3:6])[CH3:3], predict the reactants needed to synthesize it. (8) Given the product [Cl:1][C:2]1[CH:3]=[C:4]([CH:9]=[CH:10][C:11]=1[CH:12]([O:14][C:15]1[CH:20]=[CH:19][CH:18]=[CH:17][CH:16]=1)[CH3:13])[C:5]([OH:7])=[O:6], predict the reactants needed to synthesize it. The reactants are: [Cl:1][C:2]1[CH:3]=[C:4]([CH:9]=[CH:10][C:11]=1[CH:12]([O:14][C:15]1[CH:20]=[CH:19][CH:18]=[CH:17][CH:16]=1)[CH3:13])[C:5]([O:7]C)=[O:6].O.[OH-].[Li+].O.CO.